Dataset: Forward reaction prediction with 1.9M reactions from USPTO patents (1976-2016). Task: Predict the product of the given reaction. (1) Given the reactants [F:1][C:2]1[CH:7]=[CH:6][C:5](B(O)O)=[CH:4][CH:3]=1.[Br:11][C:12]1[CH:13]=[C:14]2[C:19](=[CH:20][CH:21]=1)[C:18](=[O:22])[NH:17][C:16]([CH2:23][C:24]([O:26][CH3:27])=[O:25])=[CH:15]2.N1C=CC=CC=1.Cl, predict the reaction product. The product is: [Br:11][C:12]1[CH:13]=[C:14]2[C:19](=[CH:20][CH:21]=1)[C:18](=[O:22])[N:17]([C:5]1[CH:6]=[CH:7][C:2]([F:1])=[CH:3][CH:4]=1)[C:16]([CH2:23][C:24]([O:26][CH3:27])=[O:25])=[CH:15]2. (2) Given the reactants [Br:1][C:2]1[CH:7]=[CH:6][C:5]([S:8](Cl)(=[O:10])=[O:9])=[CH:4][CH:3]=1.[CH:12]1([NH2:16])[CH2:15][CH2:14][CH2:13]1, predict the reaction product. The product is: [Br:1][C:2]1[CH:7]=[CH:6][C:5]([S:8]([NH:16][CH:12]2[CH2:15][CH2:14][CH2:13]2)(=[O:10])=[O:9])=[CH:4][CH:3]=1. (3) The product is: [CH3:1][O:2][C:3](=[O:28])[C@H:4]([C:6]1[C:11]([CH3:12])=[CH:10][CH:9]=[C:8]([CH:13]2[CH2:14][CH2:15]2)[C:7]=1[C:16]1[C:17]([CH3:27])=[C:18]2[C:23](=[C:24]([F:26])[CH:25]=1)[O:22][CH2:21][CH2:20][CH2:19]2)[O:5][CH:29]=[CH2:31]. Given the reactants [CH3:1][O:2][C:3](=[O:28])[C@H:4]([C:6]1[C:11]([CH3:12])=[CH:10][CH:9]=[C:8]([CH:13]2[CH2:15][CH2:14]2)[C:7]=1[C:16]1[C:17]([CH3:27])=[C:18]2[C:23](=[C:24]([F:26])[CH:25]=1)[O:22][CH2:21][CH2:20][CH2:19]2)[OH:5].[C:29](O)([C:31](F)(F)F)=O.C(N(CC)CC)C.FC(F)(F)S(O[Si](C)(C)C)(=O)=O, predict the reaction product. (4) The product is: [CH3:20][C:21]1[C:29]([CH3:30])=[CH:28][CH:27]=[C:26]2[C:22]=1/[C:23](=[CH:1]/[C:3]1[CH:8]=[CH:7][C:6]([N:9]3[CH2:13][C@H:12]([CH2:14][NH:15][C:16](=[O:18])[CH3:17])[O:11][C:10]3=[O:19])=[CH:5][CH:4]=1)/[C:24](=[O:31])[NH:25]2. Given the reactants [CH:1]([C:3]1[CH:8]=[CH:7][C:6]([N:9]2[CH2:13][C@H:12]([CH2:14][NH:15][C:16](=[O:18])[CH3:17])[O:11][C:10]2=[O:19])=[CH:5][CH:4]=1)=O.[CH3:20][C:21]1[C:29]([CH3:30])=[CH:28][CH:27]=[C:26]2[C:22]=1[CH2:23][C:24](=[O:31])[NH:25]2.N1CCCCC1, predict the reaction product. (5) Given the reactants Br[C:2]1[CH:3]=[C:4]2[N:10]=[C:9]([C:11]3[CH:16]=[CH:15][CH:14]=[CH:13][C:12]=3[S:17][CH2:18][CH3:19])[N:8]([CH3:20])[C:5]2=[N:6][CH:7]=1.C(CC(=O)C)(=O)C.C(=O)([O-])[O-].[Cs+].[Cs+].[NH3:34].[Cl-].[NH4+], predict the reaction product. The product is: [NH2:34][C:2]1[CH:3]=[C:4]2[N:10]=[C:9]([C:11]3[CH:16]=[CH:15][CH:14]=[CH:13][C:12]=3[S:17][CH2:18][CH3:19])[N:8]([CH3:20])[C:5]2=[N:6][CH:7]=1. (6) Given the reactants [Br:1][C:2]1[CH:3]=[C:4]([CH:9]=[CH:10][C:11]=1[OH:12])[C:5]([O:7][CH3:8])=[O:6].C(=O)([O-])[O-].[K+].[K+].I[CH:20]([CH3:22])[CH3:21].C(OCC)(=O)C, predict the reaction product. The product is: [Br:1][C:2]1[CH:3]=[C:4]([CH:9]=[CH:10][C:11]=1[O:12][CH:20]([CH3:22])[CH3:21])[C:5]([O:7][CH3:8])=[O:6]. (7) Given the reactants CON(C)[C:4]([C@H:6]1[CH2:11][CH2:10][C@H:9]([NH:12][C:13](=[O:19])[O:14][C:15]([CH3:18])([CH3:17])[CH3:16])[CH2:8][CH2:7]1)=[O:5].[CH2:21]([Mg]Cl)[CH3:22], predict the reaction product. The product is: [C:4]([C@H:6]1[CH2:7][CH2:8][C@H:9]([NH:12][C:13](=[O:19])[O:14][C:15]([CH3:16])([CH3:17])[CH3:18])[CH2:10][CH2:11]1)(=[O:5])[CH2:21][CH3:22]. (8) Given the reactants I[C:2]1[C:10]2[C:5](=[N:6][CH:7]=[N:8][C:9]=2[NH2:11])[N:4](C2CCNCC2)[N:3]=1.CN1CCC(=O)CC1.C(O[BH-](OC(=O)C)OC(=O)C)(=O)C.[Na+].C(O)(=O)C.C(=O)(O)[O-].[Na+], predict the reaction product. The product is: [NH:4]1[C:5]2=[N:6][CH:7]=[N:8][C:9]([NH2:11])=[C:10]2[CH:2]=[N:3]1.